This data is from Experimental lipophilicity measurements (octanol/water distribution) for 4,200 compounds from AstraZeneca. The task is: Regression/Classification. Given a drug SMILES string, predict its absorption, distribution, metabolism, or excretion properties. Task type varies by dataset: regression for continuous measurements (e.g., permeability, clearance, half-life) or binary classification for categorical outcomes (e.g., BBB penetration, CYP inhibition). For this dataset (lipophilicity_astrazeneca), we predict Y. (1) The compound is COCC1=C(C(=O)OC(C)OC(=O)OC(C)C)N2C(=O)[C@@H](NC(=O)/C(=N\OC)c3csc(N)n3)[C@H]2SC1. The Y is 1.70 logD. (2) The molecule is CC(C)C(NC(=O)Cn1c(C2CCCCC2)ncc(NC(=O)OCc2ccccc2)c1=O)C(=O)C(F)(F)F. The Y is 2.87 logD. (3) The compound is O=C(Cc1c(C(=O)O)[nH]c2ccccc12)Nc1cccc(C(F)(F)F)c1. The Y is 1.33 logD. (4) The compound is CS(=O)(=O)N1CCc2c(-c3cnc(N)nc3)nc(N3CCOCC3)nc21. The Y is 1.20 logD. (5) The compound is Cc1noc(C)c1CCC1CCN(S(=O)(=O)CC2(N(O)C=O)CCOCC2)CC1. The Y is 0.900 logD. (6) The drug is O=C(CCCc1ccncc1)N1CCN(c2ccc(Cl)cc2Cl)CC1. The Y is 3.93 logD. (7) The drug is N#C[C@]1(NC(=O)[C@@H](N)Cc2cccs2)C[C@H]1c1ccccc1. The Y is 1.50 logD.